This data is from Forward reaction prediction with 1.9M reactions from USPTO patents (1976-2016). The task is: Predict the product of the given reaction. (1) The product is: [Br:25][C:26]1[CH:31]=[C:30]([F:32])[CH:29]=[CH:28][C:27]=1[S:33]([NH:24][C:20]1[CH:21]=[N:22][CH:23]=[C:18]([C:16]2[CH:15]=[CH:14][C:10]3[N:11]=[CH:12][N:13]=[C:8]([O:7][CH:4]4[CH2:5][CH2:6][O:1][CH2:2][CH2:3]4)[C:9]=3[N:17]=2)[CH:19]=1)(=[O:35])=[O:34]. Given the reactants [O:1]1[CH2:6][CH2:5][CH:4]([O:7][C:8]2[C:9]3[N:17]=[C:16]([C:18]4[CH:19]=[C:20]([NH2:24])[CH:21]=[N:22][CH:23]=4)[CH:15]=[CH:14][C:10]=3[N:11]=[CH:12][N:13]=2)[CH2:3][CH2:2]1.[Br:25][C:26]1[CH:31]=[C:30]([F:32])[CH:29]=[CH:28][C:27]=1[S:33](Cl)(=[O:35])=[O:34], predict the reaction product. (2) Given the reactants [F:1][C:2](=[C:10]([F:12])[F:11])[CH2:3][CH2:4][CH:5]([C:8]#[N:9])[C:6]#[N:7].[H-].[Na+].[Cl:15][C:16]1[CH:23]=[C:22]([C:24]([F:27])([F:26])[F:25])[CH:21]=[C:20]([Cl:28])[C:17]=1[CH2:18]Br, predict the reaction product. The product is: [Cl:15][C:16]1[CH:23]=[C:22]([C:24]([F:25])([F:26])[F:27])[CH:21]=[C:20]([Cl:28])[C:17]=1[CH2:18][C:5]([CH2:4][CH2:3][C:2]([F:1])=[C:10]([F:11])[F:12])([C:6]#[N:7])[C:8]#[N:9]. (3) Given the reactants [O:1]1[C:5]2[CH:6]=[CH:7][C:8]([CH:10]=[C:11]3[S:15][C:14](SC)=[N:13][C:12]3=[O:18])=[CH:9][C:4]=2[O:3][CH2:2]1.CC(C)([O-])C.[K+].CCCCCC.[N:31]#[C:32][NH2:33].[OH-].[K+].[K], predict the reaction product. The product is: [O:1]1[C:5]2[CH:6]=[CH:7][C:8]([CH:10]=[C:11]3[S:15][C:14](=[N:33][C:32]#[N:31])[NH:13][C:12]3=[O:18])=[CH:9][C:4]=2[O:3][CH2:2]1. (4) Given the reactants [CH2:1]([NH:5][C:6](=[O:38])[C@H:7]([CH3:37])[CH2:8][C@H:9]([OH:36])[C@@H:10]([NH:28]C(OC(C)(C)C)=O)[CH2:11][C@@H:12]([CH:25]([CH3:27])[CH3:26])[CH2:13][C:14]1[CH:19]=[CH:18][C:17]([C:20]([CH3:23])([CH3:22])[CH3:21])=[C:16]([OH:24])[CH:15]=1)[CH2:2][CH2:3][CH3:4].[ClH:39], predict the reaction product. The product is: [ClH:39].[CH2:1]([NH:5][C:6](=[O:38])[C@H:7]([CH3:37])[CH2:8][C@H:9]([OH:36])[C@@H:10]([NH2:28])[CH2:11][C@@H:12]([CH:25]([CH3:26])[CH3:27])[CH2:13][C:14]1[CH:19]=[CH:18][C:17]([C:20]([CH3:22])([CH3:23])[CH3:21])=[C:16]([OH:24])[CH:15]=1)[CH2:2][CH2:3][CH3:4]. (5) Given the reactants Cl[CH:2]([C:11]1[CH:16]=[CH:15][CH:14]=[CH:13][CH:12]=1)[C:3]1[CH:8]=[CH:7][CH:6]=[C:5]([O:9][CH3:10])[CH:4]=1.C[Si]([C:21]#[N:22])(C)C.[Sn](Cl)(Cl)(Cl)Cl, predict the reaction product. The product is: [CH3:10][O:9][C:5]1[CH:4]=[C:3]([CH:2]([C:11]2[CH:16]=[CH:15][CH:14]=[CH:13][CH:12]=2)[C:21]#[N:22])[CH:8]=[CH:7][CH:6]=1. (6) Given the reactants C([N:20]1[C:24]([CH3:25])=[C:23]([CH2:26][CH2:27][CH2:28][OH:29])[N:22]=[CH:21]1)(C1C=CC=CC=1)(C1C=CC=CC=1)C1C=CC=CC=1.[C:30]1(P([C:30]2[CH:35]=[CH:34][CH:33]=[CH:32][CH:31]=2)[C:30]2[CH:35]=[CH:34][CH:33]=[CH:32][CH:31]=2)[CH:35]=[CH:34][CH:33]=[CH:32][CH:31]=1.C1(O)C=CC=CC=1.N(C(OCC)=O)=NC(OCC)=O, predict the reaction product. The product is: [CH3:25][C:24]1[NH:20][CH:21]=[N:22][C:23]=1[CH2:26][CH2:27][CH2:28][O:29][C:30]1[CH:35]=[CH:34][CH:33]=[CH:32][CH:31]=1. (7) Given the reactants [H-].[Na+].[CH2:3]([O:5][C:6]([C:8]1[C:12]([OH:13])=[C:11]([C:14]2[CH:19]=[CH:18][C:17]([Cl:20])=[CH:16][CH:15]=2)[N:10]([C:21]2[CH:26]=[CH:25][CH:24]=[CH:23][C:22]=2[Cl:27])[N:9]=1)=[O:7])[CH3:4].[CH2:28](Br)[CH:29]=[CH2:30].C(OCC)(=O)C, predict the reaction product. The product is: [CH2:3]([O:5][C:6]([C:8]1[C:12]([O:13][CH2:30][CH:29]=[CH2:28])=[C:11]([C:14]2[CH:15]=[CH:16][C:17]([Cl:20])=[CH:18][CH:19]=2)[N:10]([C:21]2[CH:26]=[CH:25][CH:24]=[CH:23][C:22]=2[Cl:27])[N:9]=1)=[O:7])[CH3:4]. (8) Given the reactants [Br:1][C:2]1[C:3]([CH3:13])=[CH:4][C:5]([OH:12])=[C:6]([CH:11]=1)[C:7]([O:9][CH3:10])=[O:8].[Cl:14]N1C(=O)CCC1=O.O, predict the reaction product. The product is: [Br:1][C:2]1[C:3]([CH3:13])=[C:4]([Cl:14])[C:5]([OH:12])=[C:6]([CH:11]=1)[C:7]([O:9][CH3:10])=[O:8]. (9) Given the reactants [Br:1][C:2]1[CH:10]=[CH:9][C:5]([C:6](O)=[O:7])=[C:4]([OH:11])[CH:3]=1.B, predict the reaction product. The product is: [Br:1][C:2]1[CH:10]=[CH:9][C:5]([CH2:6][OH:7])=[C:4]([OH:11])[CH:3]=1.